Dataset: Catalyst prediction with 721,799 reactions and 888 catalyst types from USPTO. Task: Predict which catalyst facilitates the given reaction. (1) Reactant: [CH3:1][C:2]1[CH:11]=[CH:10][C:9]2[C:4](=[CH:5][CH:6]=[C:7]3[O:15][CH2:14][C@H:13]([CH2:16]OS(C4C=CC(Br)=CC=4)(=O)=O)[O:12][C:8]3=2)[N:3]=1.[NH:28]1[CH2:31][CH:30]([CH2:32][CH2:33][N:34]2[C:42]3[C:37](=[CH:38][CH:39]=[C:40]([F:43])[CH:41]=3)[CH:36]=[CH:35]2)[CH2:29]1.C(N(CC)CC)C. Product: [F:43][C:40]1[CH:41]=[C:42]2[C:37]([CH:36]=[CH:35][N:34]2[CH2:33][CH2:32][CH:30]2[CH2:31][N:28]([CH2:16][CH:13]3[O:12][C:8]4=[C:9]5[C:4](=[CH:5][CH:6]=[C:7]4[O:15][CH2:14]3)[N:3]=[C:2]([CH3:1])[CH:11]=[CH:10]5)[CH2:29]2)=[CH:38][CH:39]=1. The catalyst class is: 16. (2) Reactant: [CH2:1]([O:3][C:4](=[O:31])[CH2:5][O:6][C:7]1[CH:12]=[CH:11][C:10]([S:13][C:14]2[CH:19]=[C:18]([C:20]#[C:21][CH2:22][N:23]3[CH2:28][CH2:27][O:26][CH2:25][CH2:24]3)[CH:17]=[C:16]([OH:29])[CH:15]=2)=[CH:9][C:8]=1[CH3:30])[CH3:2].[CH3:32][CH:33]([CH3:36])[CH2:34]O.C(P(CCCC)CCCC)CCC.N(C(N1CCCCC1)=O)=NC(N1CCCCC1)=O. Product: [CH2:1]([O:3][C:4](=[O:31])[CH2:5][O:6][C:7]1[CH:12]=[CH:11][C:10]([S:13][C:14]2[CH:19]=[C:18]([C:20]#[C:21][CH2:22][N:23]3[CH2:28][CH2:27][O:26][CH2:25][CH2:24]3)[CH:17]=[C:16]([O:29][CH2:32][CH:33]([CH3:36])[CH3:34])[CH:15]=2)=[CH:9][C:8]=1[CH3:30])[CH3:2]. The catalyst class is: 1. (3) Reactant: [CH3:1][C:2]1([CH3:13])[CH2:7][CH:6]([C:8]([OH:10])=O)[CH2:5][C:4]([CH3:12])([CH3:11])[O:3]1.[NH:14]1[C:18]2[CH:19]=[CH:20][CH:21]=[CH:22][C:17]=2[N:16]=[N:15]1.S(Cl)(Cl)=O. Product: [N:14]1([C:8]([CH:6]2[CH2:5][C:4]([CH3:12])([CH3:11])[O:3][C:2]([CH3:1])([CH3:13])[CH2:7]2)=[O:10])[C:18]2[CH:19]=[CH:20][CH:21]=[CH:22][C:17]=2[N:16]=[N:15]1. The catalyst class is: 2. (4) The catalyst class is: 50. Product: [CH2:18]([N:6]1[C:7]([C:8]2[CH:9]=[C:10]([C:13]([O:15][CH3:16])=[O:14])[S:11][CH:12]=2)=[C:3]([CH2:1][CH3:2])[CH:4]=[N:5]1)[CH3:19]. Reactant: [CH:1]([C:3]1[CH:4]=[N:5][N:6]([CH2:18][CH3:19])[C:7]=1[C:8]1[CH:9]=[C:10]([C:13]([O:15][CH2:16]C)=[O:14])[S:11][CH:12]=1)=[CH2:2]. (5) Reactant: [C:1]([CH:4]1[CH2:19][CH2:18][C:7]2[N:8]([C:11]([O:13][C:14]([CH3:17])([CH3:16])[CH3:15])=[O:12])[CH:9]=[N:10][C:6]=2[CH2:5]1)(=O)[NH2:2].FC(F)(F)C(OC(=O)C(F)(F)F)=O.N1C=CC=CC=1.C(=O)(O)[O-].[Na+]. Product: [C:1]([CH:4]1[CH2:19][CH2:18][C:7]2[N:8]([C:11]([O:13][C:14]([CH3:15])([CH3:16])[CH3:17])=[O:12])[CH:9]=[N:10][C:6]=2[CH2:5]1)#[N:2]. The catalyst class is: 1. (6) The catalyst class is: 564. Reactant: C(=O)([O-])[O-].[K+].[K+].O.Cl[C:9]1[CH:14]=[C:13]([CH2:15][CH2:16][CH3:17])[N:12]=[C:11]([S:18]([CH3:21])(=[O:20])=[O:19])[N:10]=1.[CH:22]([C:25]1[CH:26]=[C:27](B(O)O)[CH:28]=[CH:29][CH:30]=1)([CH3:24])[CH3:23]. Product: [CH:22]([C:25]1[CH:30]=[C:29]([C:9]2[CH:14]=[C:13]([CH2:15][CH2:16][CH3:17])[N:12]=[C:11]([S:18]([CH3:21])(=[O:20])=[O:19])[N:10]=2)[CH:28]=[CH:27][CH:26]=1)([CH3:24])[CH3:23]. (7) Reactant: [CH3:1][O:2][C:3]1[CH:19]=[C:18]([NH:20][CH3:21])[C:17]([N+:22]([O-])=O)=[CH:16][C:4]=1[O:5][C:6]1[CH:11]=[CH:10][N:9]=[C:8]([C:12]([NH:14][CH3:15])=[O:13])[CH:7]=1. Product: [NH2:22][C:17]1[CH:16]=[C:4]([C:3]([O:2][CH3:1])=[CH:19][C:18]=1[NH:20][CH3:21])[O:5][C:6]1[CH:11]=[CH:10][N:9]=[C:8]([C:12]([NH:14][CH3:15])=[O:13])[CH:7]=1. The catalyst class is: 19. (8) Reactant: Br[C:2]1([CH2:13][C:14]2[CH:19]=[CH:18][CH:17]=[C:16]([Cl:20])[CH:15]=2)[C:10]2[C:5](=[CH:6][C:7]([Cl:11])=[CH:8][CH:9]=2)[NH:4][C:3]1=[O:12].[Cl:21][C:22]1[CH:23]=[C:24]2[C:29](=[CH:30][CH:31]=1)[NH:28][C:27](=[O:32])[CH2:26][NH:25]2.C([O-])([O-])=O.[K+].[K+]. Product: [Cl:21][C:22]1[CH:23]=[C:24]2[C:29](=[CH:30][CH:31]=1)[NH:28][C:27](=[O:32])[CH2:26][N:25]2[C:2]1([CH2:13][C:14]2[CH:19]=[CH:18][CH:17]=[C:16]([Cl:20])[CH:15]=2)[C:10]2[C:5](=[CH:6][C:7]([Cl:11])=[CH:8][CH:9]=2)[NH:4][C:3]1=[O:12]. The catalyst class is: 10. (9) Reactant: [CH:1](=O)[CH2:2][CH2:3][CH2:4][CH2:5]/[CH:6]=[CH:7]\[CH2:8][CH3:9].[NH4+:11].[OH-].II. Product: [C:1](#[N:11])[CH2:2][CH2:3][CH2:4][CH2:5]/[CH:6]=[CH:7]\[CH2:8][CH3:9]. The catalyst class is: 1.